Dataset: Reaction yield outcomes from USPTO patents with 853,638 reactions. Task: Predict the reaction yield, written as a fraction of the theoretical maximum amount of product (1.0 means a 100% yield; for example, 0.34 means a 34% yield). (1) The reactants are [Cl:1][C:2]1[CH:3]=[CH:4][C:5]2[O:9][C:8]([CH:10]=[O:11])=[C:7]([CH3:12])[C:6]=2[CH:13]=1.[CH2:14]([Mg]Br)[CH:15]([CH3:17])[CH3:16].[Cl-].[NH4+]. The catalyst is O1CCCC1. The product is [Cl:1][C:2]1[CH:3]=[CH:4][C:5]2[O:9][C:8]([CH:10]([OH:11])[CH2:14][CH:15]([CH3:17])[CH3:16])=[C:7]([CH3:12])[C:6]=2[CH:13]=1. The yield is 0.500. (2) The catalyst is C(Cl)Cl.O=[Mn]=O. The yield is 0.870. The reactants are [C:1]([NH:5][C:6]1[CH:11]=[C:10]([Cl:12])[N:9]=[CH:8][C:7]=1[CH2:13][OH:14])([CH3:4])([CH3:3])[CH3:2]. The product is [C:1]([NH:5][C:6]1[C:7]([CH:13]=[O:14])=[CH:8][N:9]=[C:10]([Cl:12])[CH:11]=1)([CH3:4])([CH3:2])[CH3:3].